Dataset: Forward reaction prediction with 1.9M reactions from USPTO patents (1976-2016). Task: Predict the product of the given reaction. The product is: [NH2:27][C:26]1[CH:28]=[CH:29][C:23]([C:16]2[CH:17]=[CH:18][C:12]3[O:11][CH2:10][CH2:9][N:8]([C:6]([O:5][C:2]([CH3:4])([CH3:3])[CH3:1])=[O:7])[CH2:14][C:13]=3[CH:15]=2)=[CH:24][C:25]=1[N+:30]([O-:32])=[O:31]. Given the reactants [CH3:1][C:2]([O:5][C:6]([N:8]1[CH2:14][C:13]2[CH:15]=[C:16](B(O)O)[CH:17]=[CH:18][C:12]=2[O:11][CH2:10][CH2:9]1)=[O:7])([CH3:4])[CH3:3].Br[C:23]1[CH:29]=[CH:28][C:26]([NH2:27])=[C:25]([N+:30]([O-:32])=[O:31])[CH:24]=1.C(=O)([O-])[O-].[Cs+].[Cs+], predict the reaction product.